Task: Predict the product of the given reaction.. Dataset: Forward reaction prediction with 1.9M reactions from USPTO patents (1976-2016) (1) Given the reactants C([O:8][C:9]1[CH:14]=[CH:13][C:12]([N+:15]([O-:17])=[O:16])=[CH:11][C:10]=1[C:18]1[CH:23]=[CH:22][CH:21]=[CH:20][CH:19]=1)C1C=CC=CC=1, predict the reaction product. The product is: [OH:8][C:9]1[CH:14]=[CH:13][C:12]([N+:15]([O-:17])=[O:16])=[CH:11][C:10]=1[C:18]1[CH:23]=[CH:22][CH:21]=[CH:20][CH:19]=1. (2) The product is: [NH:31]1[CH:35]=[C:34]([CH2:36][CH2:37][C:38]([NH:2][CH:3]2[CH2:8][CH2:7][N:6]([C:9]([O:11][CH2:12][C:13]3[CH:18]=[C:17]([C:19]#[N:20])[CH:16]=[C:15]([Cl:21])[CH:14]=3)=[O:10])[CH2:5][CH2:4]2)=[O:39])[N:33]=[N:32]1. Given the reactants Cl.[NH2:2][CH:3]1[CH2:8][CH2:7][N:6]([C:9]([O:11][CH2:12][C:13]2[CH:18]=[C:17]([C:19]#[N:20])[CH:16]=[C:15]([Cl:21])[CH:14]=2)=[O:10])[CH2:5][CH2:4]1.CCN(C(C)C)C(C)C.[NH:31]1[CH:35]=[C:34]([CH2:36][CH2:37][C:38](Cl)=[O:39])[N:33]=[N:32]1, predict the reaction product. (3) Given the reactants Br[C:2]1[CH:7]=[CH:6][CH:5]=[C:4]([N:8]2[C:12]([CH3:13])=[CH:11][CH:10]=[C:9]2[CH3:14])[N:3]=1.[CH2:15]([O:22][C:23]1[CH:28]=[CH:27][C:26](B(O)O)=[C:25]([CH:32]([CH3:34])[CH3:33])[CH:24]=1)[C:16]1[CH:21]=[CH:20][CH:19]=[CH:18][CH:17]=1.C(=O)([O-])[O-].[Na+].[Na+], predict the reaction product. The product is: [CH2:15]([O:22][C:23]1[CH:28]=[CH:27][C:26]([C:2]2[CH:7]=[CH:6][CH:5]=[C:4]([N:8]3[C:12]([CH3:13])=[CH:11][CH:10]=[C:9]3[CH3:14])[N:3]=2)=[C:25]([CH:32]([CH3:34])[CH3:33])[CH:24]=1)[C:16]1[CH:17]=[CH:18][CH:19]=[CH:20][CH:21]=1. (4) Given the reactants Cl[C:2]1[N:7]=[CH:6][C:5]([CH2:8][C:9]2[CH:10]=[N:11][C:12]([O:22][CH3:23])=[C:13]([C:15]3[CH:20]=[CH:19][CH:18]=[C:17]([Cl:21])[CH:16]=3)[CH:14]=2)=[CH:4][N:3]=1.C(#N)C.[CH3:27][N:28]([CH3:32])[CH2:29][CH2:30][NH2:31].C(N(C(C)C)C(C)C)C, predict the reaction product. The product is: [Cl:21][C:17]1[CH:16]=[C:15]([C:13]2[CH:14]=[C:9]([CH2:8][C:5]3[CH:4]=[N:3][C:2]([NH:31][CH2:30][CH2:29][N:28]([CH3:32])[CH3:27])=[N:7][CH:6]=3)[CH:10]=[N:11][C:12]=2[O:22][CH3:23])[CH:20]=[CH:19][CH:18]=1. (5) The product is: [F:34][CH:25]([F:35])[O:12][C:10]1[CH:11]=[C:2]([F:1])[CH:3]=[C:4]2[C:9]=1[N:8]=[C:7]([CH3:13])[CH:6]=[CH:5]2. Given the reactants [F:1][C:2]1[CH:3]=[C:4]2[C:9](=[C:10]([OH:12])[CH:11]=1)[N:8]=[C:7]([CH3:13])[CH:6]=[CH:5]2.C(=O)([O-])[O-].[K+].[K+].C(#N)C.O.Cl[C:25]([F:35])([F:34])C(C1C=CC=CC=1)=O, predict the reaction product. (6) Given the reactants [CH3:1][O:2][C:3]([C:5]1[NH:6][CH:7]=[CH:8][CH:9]=1)=[O:4].Br[CH2:11][CH2:12][CH2:13][CH2:14][CH2:15][CH3:16].C(=O)([O-])[O-].[K+].[K+].C(OCC)(=O)C, predict the reaction product. The product is: [CH2:11]([N:6]1[CH:7]=[CH:8][CH:9]=[C:5]1[C:3]([O:2][CH3:1])=[O:4])[CH2:12][CH2:13][CH2:14][CH2:15][CH3:16]. (7) Given the reactants Cl[C:2]1[C:11]2=[N:12][N:13](CC3C=CC(OC)=CC=3)[CH:14]=[C:10]2[C:9]2[CH:8]=[C:7]([O:24][CH3:25])[CH:6]=[CH:5][C:4]=2[N:3]=1.[F:26][C:27]1[CH:33]=[CH:32][C:30]([NH2:31])=[CH:29][CH:28]=1.Cl, predict the reaction product. The product is: [F:26][C:27]1[CH:33]=[CH:32][C:30]([NH:31][C:2]2[C:11]3=[N:12][NH:13][CH:14]=[C:10]3[C:9]3[CH:8]=[C:7]([O:24][CH3:25])[CH:6]=[CH:5][C:4]=3[N:3]=2)=[CH:29][CH:28]=1.